This data is from Catalyst prediction with 721,799 reactions and 888 catalyst types from USPTO. The task is: Predict which catalyst facilitates the given reaction. Reactant: [C:1]([O:5][C:6]([N:8]1[CH2:13][CH2:12][C@H:11]([NH:14][C:15]([O:17][CH2:18][C:19]2[CH:24]=[CH:23][CH:22]=[CH:21][CH:20]=2)=[O:16])[C@H:10]([O:25]C(=O)C2C=CC([N+]([O-])=O)=CC=2)[CH2:9]1)=[O:7])([CH3:4])([CH3:3])[CH3:2].[Li+].[OH-]. Product: [C:1]([O:5][C:6]([N:8]1[CH2:13][CH2:12][C@H:11]([NH:14][C:15]([O:17][CH2:18][C:19]2[CH:20]=[CH:21][CH:22]=[CH:23][CH:24]=2)=[O:16])[C@H:10]([OH:25])[CH2:9]1)=[O:7])([CH3:4])([CH3:2])[CH3:3]. The catalyst class is: 20.